From a dataset of Full USPTO retrosynthesis dataset with 1.9M reactions from patents (1976-2016). Predict the reactants needed to synthesize the given product. Given the product [C:1]([C:9]1[C:10](=[O:11])[O:12][C:13]2[C:20]([CH:21]=1)=[CH:19][CH:18]=[C:17]([O:16][CH3:15])[CH:14]=2)(=[O:8])[C:2]1[CH:7]=[CH:6][CH:5]=[CH:4][CH:3]=1, predict the reactants needed to synthesize it. The reactants are: [C:1]([CH2:9][C:10]([O:12][CH2:13][CH3:14])=[O:11])(=[O:8])[C:2]1[CH:7]=[CH:6][CH:5]=[CH:4][CH:3]=1.[CH3:15][O:16][C:17]1C=C[C:20]([CH:21]=O)=[C:19](O)[CH:18]=1.